From a dataset of NCI-60 drug combinations with 297,098 pairs across 59 cell lines. Regression. Given two drug SMILES strings and cell line genomic features, predict the synergy score measuring deviation from expected non-interaction effect. (1) Drug 1: COC1=C(C=C2C(=C1)N=CN=C2NC3=CC(=C(C=C3)F)Cl)OCCCN4CCOCC4. Drug 2: C1=NC2=C(N1)C(=S)N=C(N2)N. Cell line: RXF 393. Synergy scores: CSS=33.8, Synergy_ZIP=-7.20, Synergy_Bliss=-1.70, Synergy_Loewe=0.620, Synergy_HSA=2.90. (2) Drug 1: CS(=O)(=O)C1=CC(=C(C=C1)C(=O)NC2=CC(=C(C=C2)Cl)C3=CC=CC=N3)Cl. Drug 2: C(CCl)NC(=O)N(CCCl)N=O. Cell line: OVCAR-5. Synergy scores: CSS=6.18, Synergy_ZIP=-1.83, Synergy_Bliss=1.33, Synergy_Loewe=-0.976, Synergy_HSA=-0.752. (3) Drug 1: COC1=CC(=CC(=C1O)OC)C2C3C(COC3=O)C(C4=CC5=C(C=C24)OCO5)OC6C(C(C7C(O6)COC(O7)C8=CC=CS8)O)O. Drug 2: C1=NC2=C(N1)C(=S)N=CN2. Cell line: TK-10. Synergy scores: CSS=16.3, Synergy_ZIP=-15.1, Synergy_Bliss=-26.6, Synergy_Loewe=-27.0, Synergy_HSA=-23.8.